Dataset: Forward reaction prediction with 1.9M reactions from USPTO patents (1976-2016). Task: Predict the product of the given reaction. (1) Given the reactants [CH3:1][C:2]([C:5]1[CH:6]=[C:7]([NH:15][C:16](=[O:25])[C:17]2[CH:22]=[C:21]([Cl:23])[CH:20]=[CH:19][C:18]=2[OH:24])[CH:8]=[C:9]([C:11]([CH3:14])([CH3:13])[CH3:12])[CH:10]=1)([CH3:4])[CH3:3].[C:26](Cl)(=[O:28])[CH3:27], predict the reaction product. The product is: [C:26]([O:24][C:18]1[CH:19]=[CH:20][C:21]([Cl:23])=[CH:22][C:17]=1[C:16]([NH:15][C:7]1[CH:8]=[C:9]([C:11]([CH3:12])([CH3:13])[CH3:14])[CH:10]=[C:5]([C:2]([CH3:1])([CH3:3])[CH3:4])[CH:6]=1)=[O:25])(=[O:28])[CH3:27]. (2) Given the reactants I[C:2]1[CH:7]=[C:6]([N+:8]([O-:10])=[O:9])[CH:5]=[CH:4][C:3]=1[NH:11][S:12]([CH3:15])(=[O:14])=[O:13].C(N(CC)CC)C.[C:23]([CH:25]1[CH2:30][CH2:29][CH2:28][CH2:27][CH2:26]1)#[CH:24].CCOC(C)=O, predict the reaction product. The product is: [CH:25]1([C:23]2[N:11]([S:12]([CH3:15])(=[O:14])=[O:13])[C:3]3[C:2]([CH:24]=2)=[CH:7][C:6]([N+:8]([O-:10])=[O:9])=[CH:5][CH:4]=3)[CH2:30][CH2:29][CH2:28][CH2:27][CH2:26]1. (3) Given the reactants [CH3:1][O:2][C:3]1[CH:18]=[CH:17][C:6]([CH2:7][N:8]2[CH2:14][CH:13]3[C:15](=[O:16])[CH:10]([CH2:11][CH2:12]3)[CH2:9]2)=[CH:5][CH:4]=1.[CH3:19][O:20][C:21]1[CH:22]=[C:23]([Mg]Br)[CH:24]=[CH:25][CH:26]=1, predict the reaction product. The product is: [CH3:1][O:2][C:3]1[CH:4]=[CH:5][C:6]([CH2:7][N:8]2[CH2:9][CH:10]3[C:15]([C:25]4[CH:24]=[CH:23][CH:22]=[C:21]([O:20][CH3:19])[CH:26]=4)([OH:16])[CH:13]([CH2:12][CH2:11]3)[CH2:14]2)=[CH:17][CH:18]=1. (4) Given the reactants [C:1]([O:5][C:6]([NH:8][CH2:9][CH2:10][CH2:11][CH2:12][CH2:13][CH2:14][O:15][C:16]1[CH:47]=[CH:46][C:19]([CH2:20][NH:21][C:22]2[N:27]=[C:26]([O:28][CH2:29][C:30]([F:33])([F:32])[F:31])[N:25]=[C:24]([NH:34][C:35]3[CH:45]=[CH:44][C:38]([C:39]([O:41]CC)=[O:40])=[CH:37][CH:36]=3)[N:23]=2)=[CH:18][CH:17]=1)=[O:7])([CH3:4])([CH3:3])[CH3:2].C([O-])([O-])=O.[K+].[K+].O.Cl, predict the reaction product. The product is: [C:1]([O:5][C:6]([NH:8][CH2:9][CH2:10][CH2:11][CH2:12][CH2:13][CH2:14][O:15][C:16]1[CH:47]=[CH:46][C:19]([CH2:20][NH:21][C:22]2[N:27]=[C:26]([O:28][CH2:29][C:30]([F:33])([F:32])[F:31])[N:25]=[C:24]([NH:34][C:35]3[CH:45]=[CH:44][C:38]([C:39]([OH:41])=[O:40])=[CH:37][CH:36]=3)[N:23]=2)=[CH:18][CH:17]=1)=[O:7])([CH3:4])([CH3:2])[CH3:3]. (5) Given the reactants [CH3:1][C:2]1[CH:7]=[CH:6][C:5]([C:8]2[CH:13]=[C:12]([C:14]([N:16]3[CH2:20][CH2:19][CH2:18][CH2:17]3)=[O:15])[CH:11]=[C:10]([C:21]([OH:23])=O)[CH:9]=2)=[CH:4][CH:3]=1.[Cl:24][C:25]1[CH:30]=[CH:29][C:28]([CH:31]([NH2:33])[CH3:32])=[CH:27][C:26]=1[S:34]([CH3:37])(=[O:36])=[O:35].F[P-](F)(F)(F)(F)F.C[N+](C)=C(N(C)C)ON1C2N=CC=CC=2N=N1.C(N(CC)C(C)C)(C)C, predict the reaction product. The product is: [Cl:24][C:25]1[CH:30]=[CH:29][C:28]([CH:31]([NH:33][C:21]([C:10]2[CH:9]=[C:8]([C:5]3[CH:4]=[CH:3][C:2]([CH3:1])=[CH:7][CH:6]=3)[CH:13]=[C:12]([C:14]([N:16]3[CH2:17][CH2:18][CH2:19][CH2:20]3)=[O:15])[CH:11]=2)=[O:23])[CH3:32])=[CH:27][C:26]=1[S:34]([CH3:37])(=[O:35])=[O:36]. (6) Given the reactants [NH:1]1[C:9]2[C:4](=[CH:5][CH:6]=[C:7]([CH:10]3[CH2:12][CH:11]3[CH:13]=O)[CH:8]=2)[CH:3]=[CH:2]1.[CH3:15][NH:16][CH3:17].C(O[BH-](OC(=O)C)OC(=O)C)(=O)C.[Na+], predict the reaction product. The product is: [NH:1]1[C:9]2[C:4](=[CH:5][CH:6]=[C:7]([CH:10]3[CH2:12][CH:11]3[CH2:13][N:16]([CH3:17])[CH3:15])[CH:8]=2)[CH:3]=[CH:2]1.